Predict the reactants needed to synthesize the given product. From a dataset of Full USPTO retrosynthesis dataset with 1.9M reactions from patents (1976-2016). (1) Given the product [Si:6]([O:43][CH2:42][CH2:41][NH:40][C:36]1[CH:35]=[C:34]([CH:39]=[CH:38][CH:37]=1)[CH2:33][N:26]1[CH2:25][C:24]2[C:28](=[CH:29][CH:30]=[CH:31][C:23]=2[NH:22][C:20]([C:18]2[S:19][C:15]([Cl:14])=[CH:16][CH:17]=2)=[O:21])[C:27]1=[O:32])([C:9]([CH3:12])([CH3:11])[CH3:10])([CH3:8])[CH3:7], predict the reactants needed to synthesize it. The reactants are: N1C=CN=C1.[Si:6](Cl)([C:9]([CH3:12])([CH3:11])[CH3:10])([CH3:8])[CH3:7].[Cl:14][C:15]1[S:19][C:18]([C:20]([NH:22][C:23]2[CH:31]=[CH:30][CH:29]=[C:28]3[C:24]=2[CH2:25][N:26]([CH2:33][C:34]2[CH:39]=[CH:38][CH:37]=[C:36]([NH:40][CH2:41][CH2:42][OH:43])[CH:35]=2)[C:27]3=[O:32])=[O:21])=[CH:17][CH:16]=1.O.ClCCl. (2) The reactants are: [CH3:1][NH2:2].[F:3][C:4]1[CH:26]=[CH:25][C:7]([CH2:8][N:9]2[CH2:14][CH2:13][N:12]3[CH:15]=[C:16]([C:19]([O:21]CC)=O)[C:17]([OH:18])=[C:11]3[C:10]2=[O:24])=[CH:6][CH:5]=1.[Cl-].[Al+3].[Cl-].[Cl-]. Given the product [F:3][C:4]1[CH:26]=[CH:25][C:7]([CH2:8][N:9]2[CH2:14][CH2:13][N:12]3[CH:15]=[C:16]([C:19]([NH:2][CH3:1])=[O:21])[C:17]([OH:18])=[C:11]3[C:10]2=[O:24])=[CH:6][CH:5]=1, predict the reactants needed to synthesize it.